Dataset: NCI-60 drug combinations with 297,098 pairs across 59 cell lines. Task: Regression. Given two drug SMILES strings and cell line genomic features, predict the synergy score measuring deviation from expected non-interaction effect. Drug 1: C1=CN(C(=O)N=C1N)C2C(C(C(O2)CO)O)O.Cl. Drug 2: C(=O)(N)NO. Cell line: NCI-H522. Synergy scores: CSS=29.9, Synergy_ZIP=-0.201, Synergy_Bliss=-0.944, Synergy_Loewe=-23.3, Synergy_HSA=-0.262.